Dataset: CYP2C19 inhibition data for predicting drug metabolism from PubChem BioAssay. Task: Regression/Classification. Given a drug SMILES string, predict its absorption, distribution, metabolism, or excretion properties. Task type varies by dataset: regression for continuous measurements (e.g., permeability, clearance, half-life) or binary classification for categorical outcomes (e.g., BBB penetration, CYP inhibition). Dataset: cyp2c19_veith. (1) The compound is NS(=O)(=O)c1cc2c(cc1Cl)N[C@@H]([C@@H]1C[C@@H]3C=C[C@H]1C3)NS2(=O)=O. The result is 0 (non-inhibitor). (2) The compound is COC(=O)c1ccc(Cl)c(NC(=O)c2ccc(-c3ccccc3)cc2)c1. The result is 0 (non-inhibitor). (3) The drug is COc1ccc(-c2c(C)oc3c(CN4CCN(CCO)CC4)c(O)ccc3c2=O)cc1OC. The result is 0 (non-inhibitor).